Dataset: Forward reaction prediction with 1.9M reactions from USPTO patents (1976-2016). Task: Predict the product of the given reaction. (1) Given the reactants [C:1]([O:5][C:6]([NH:8][C@@H:9]([CH2:13][CH2:14][CH2:15][C:16]([CH3:21])([N+:18]([O-:20])=[O:19])[CH3:17])[C:10]([OH:12])=[O:11])=[O:7])([CH3:4])([CH3:3])[CH3:2].[CH3:22]OC(OC)N(C)C, predict the reaction product. The product is: [C:1]([O:5][C:6]([NH:8][C@@H:9]([CH2:13][CH2:14][CH2:15][C:16]([CH3:21])([N+:18]([O-:20])=[O:19])[CH3:17])[C:10]([O:12][CH3:22])=[O:11])=[O:7])([CH3:4])([CH3:2])[CH3:3]. (2) The product is: [F:44][C:41]1[CH:39]=[CH:17][CH:16]=[CH:15][C:14]=1[C:11]1[CH:12]=[CH:13][C:8]2[N:7]=[C:24]([C:25]3[CH:30]=[CH:29][CH:28]=[C:27]([N:31]4[CH:35]=[CH:34][N:33]=[N:32]4)[CH:26]=3)[CH2:23][C:22](=[O:37])[NH:21][C:9]=2[CH:10]=1. Given the reactants C(OC(=O)[NH:7][C:8]1[CH:13]=[CH:12][C:11]([C:14]2C=C[CH:17]=[CH:16][C:15]=2F)=[CH:10][C:9]=1[NH:21][C:22](=[O:37])[CH2:23][C:24](=O)[C:25]1[CH:30]=[CH:29][CH:28]=[C:27]([N:31]2[CH:35]=[CH:34][N:33]=[N:32]2)[CH:26]=1)(C)(C)C.[C:39](O)([C:41]([F:44])(F)F)=O, predict the reaction product. (3) Given the reactants Br[C:2]1[CH:7]=[C:6]([O:8][C:9]2[CH:14]=[CH:13][CH:12]=[C:11]([C:15]([F:18])([F:17])[F:16])[CH:10]=2)[CH:5]=[C:4]([Br:19])[CH:3]=1.[CH2:20]([O:22][C:23](=[O:34])[CH2:24][O:25][C:26]1[CH:31]=[CH:30][C:29]([SH:32])=[CH:28][C:27]=1[CH3:33])[CH3:21], predict the reaction product. The product is: [CH2:20]([O:22][C:23](=[O:34])[CH2:24][O:25][C:26]1[CH:31]=[CH:30][C:29]([S:32][C:2]2[CH:7]=[C:6]([O:8][C:9]3[CH:14]=[CH:13][CH:12]=[C:11]([C:15]([F:18])([F:17])[F:16])[CH:10]=3)[CH:5]=[C:4]([Br:19])[CH:3]=2)=[CH:28][C:27]=1[CH3:33])[CH3:21]. (4) Given the reactants C(OC([N:6]1[CH:15]=[C:14]([CH:16]=[O:17])[C:13]2[C:8](=[CH:9][C:10]([O:22][CH3:23])=[C:11]([O:18]C(=O)C)[CH:12]=2)[CH:7]1[CH2:24][C:25]1[CH:30]=[CH:29][CH:28]=[C:27]([O:31][CH2:32][CH3:33])[CH:26]=1)=O)C.[OH-].[K+], predict the reaction product. The product is: [OH:18][C:11]1[CH:12]=[C:13]2[C:8](=[CH:9][C:10]=1[O:22][CH3:23])[CH:7]([CH2:24][C:25]1[CH:30]=[CH:29][CH:28]=[C:27]([O:31][CH2:32][CH3:33])[CH:26]=1)[NH:6][CH:15]=[C:14]2[CH:16]=[O:17]. (5) Given the reactants [CH3:1][O:2][CH2:3][CH2:4][N:5]([C:7]1[CH:12]=[CH:11][C:10]([O:13][CH3:14])=[CH:9][CH:8]=1)[CH3:6].NC(N)=O.[N+:19]([O-])([O-:21])=[O:20].[K+], predict the reaction product. The product is: [CH3:1][O:2][CH2:3][CH2:4][N:5]([C:7]1[CH:8]=[CH:9][C:10]([O:13][CH3:14])=[C:11]([N+:19]([O-:21])=[O:20])[CH:12]=1)[CH3:6]. (6) Given the reactants [NH:1]1[CH:5]=[CH:4][C:3]([C:6]2[CH:7]=[N:8][CH:9]=[CH:10][CH:11]=2)=[N:2]1.N1C=CC=CC=1.[N:18]1([C:24](Cl)=[O:25])[CH2:23][CH2:22][O:21][CH2:20][CH2:19]1, predict the reaction product. The product is: [O:21]1[CH2:22][CH2:23][N:18]([C:24]([N:1]2[CH:5]=[CH:4][C:3]([C:6]3[CH:7]=[N:8][CH:9]=[CH:10][CH:11]=3)=[N:2]2)=[O:25])[CH2:19][CH2:20]1. (7) Given the reactants [CH3:1][O:2][N:3]=[C:4]1[C:12]2[C:7](=[CH:8][C:9](Br)=[CH:10][CH:11]=2)[CH2:6][CH2:5]1.C([Li])CCC.[B:19](OC)([O:22]C)[O:20]C, predict the reaction product. The product is: [CH3:1][O:2][N:3]=[C:4]1[C:12]2[C:7](=[CH:8][C:9]([B:19]([OH:22])[OH:20])=[CH:10][CH:11]=2)[CH2:6][CH2:5]1. (8) Given the reactants C[O:2][C:3](=[O:15])[CH:4]([O:13][CH3:14])[CH2:5][C:6]1[CH:11]=[CH:10][CH:9]=[C:8]([OH:12])[CH:7]=1.Br[CH2:17][CH2:18][CH2:19][O:20][C:21]1[CH:26]=[CH:25][C:24]([O:27][C:28]2[CH:33]=[CH:32][CH:31]=[CH:30][CH:29]=2)=[CH:23][CH:22]=1, predict the reaction product. The product is: [CH3:14][O:13][CH:4]([CH2:5][C:6]1[CH:11]=[CH:10][CH:9]=[C:8]([O:12][CH2:17][CH2:18][CH2:19][O:20][C:21]2[CH:26]=[CH:25][C:24]([O:27][C:28]3[CH:33]=[CH:32][CH:31]=[CH:30][CH:29]=3)=[CH:23][CH:22]=2)[CH:7]=1)[C:3]([OH:2])=[O:15].